From a dataset of Full USPTO retrosynthesis dataset with 1.9M reactions from patents (1976-2016). Predict the reactants needed to synthesize the given product. The reactants are: [CH3:1][NH:2][C:3]([NH:5][C:6]1[CH:11]=[CH:10][CH:9]=[CH:8][C:7]=1[CH2:12][C:13]([O:15][CH3:16])=[O:14])=S.C(N(CC)CC)C.CS(Cl)(=O)=O. Given the product [CH3:1][N:2]=[C:3]=[N:5][C:6]1[CH:11]=[CH:10][CH:9]=[CH:8][C:7]=1[CH2:12][C:13]([O:15][CH3:16])=[O:14], predict the reactants needed to synthesize it.